This data is from Full USPTO retrosynthesis dataset with 1.9M reactions from patents (1976-2016). The task is: Predict the reactants needed to synthesize the given product. (1) Given the product [F:39][C:40]1[CH:45]=[CH:44][C:43]([O:49][CH3:50])=[C:42]([C:2]2[C:10]3[C:9]([NH:11][C@H:12]([C:14]4[N:19]([C:20]5[CH:25]=[CH:24][CH:23]=[CH:22][CH:21]=5)[C:18](=[O:26])[C:17]5=[C:27]([CH3:30])[CH:28]=[CH:29][N:16]5[N:15]=4)[CH3:13])=[N:8][CH:7]=[N:6][C:5]=3[N:4]([CH2:31][O:32][CH2:33][CH2:34][Si:35]([CH3:38])([CH3:37])[CH3:36])[CH:3]=2)[CH:41]=1, predict the reactants needed to synthesize it. The reactants are: Br[C:2]1[C:10]2[C:9]([NH:11][C@H:12]([C:14]3[N:19]([C:20]4[CH:25]=[CH:24][CH:23]=[CH:22][CH:21]=4)[C:18](=[O:26])[C:17]4=[C:27]([CH3:30])[CH:28]=[CH:29][N:16]4[N:15]=3)[CH3:13])=[N:8][CH:7]=[N:6][C:5]=2[N:4]([CH2:31][O:32][CH2:33][CH2:34][Si:35]([CH3:38])([CH3:37])[CH3:36])[CH:3]=1.[F:39][C:40]1[CH:41]=[CH:42][C:43]([O:49][CH3:50])=[C:44](B(O)O)[CH:45]=1.C(=O)([O-])[O-].[Na+].[Na+]. (2) Given the product [Cl:1][C:2]1[CH:3]=[CH:21][C:17]([CH:18]([O:9][C:4]2[CH:5]=[CH:6][C:7]([Cl:8])=[C:2]([Cl:1])[CH:3]=2)[C:19]([NH:10][C:11]2[CH:16]=[CH:15][CH:14]=[CH:13][N:12]=2)=[O:20])=[CH:6][CH:7]=1, predict the reactants needed to synthesize it. The reactants are: [Cl:1][C:2]1[CH:3]=[C:4]([OH:9])[CH:5]=[CH:6][C:7]=1[Cl:8].[NH2:10][C:11]1[CH:16]=[CH:15][CH:14]=[CH:13][N:12]=1.[CH2:17]1[CH2:21][O:20][CH2:19][CH2:18]1. (3) Given the product [C:1]([O:5][C:6]([NH:7][C@@H:8]([CH2:9][C:10]([CH3:13])([CH3:12])[CH3:11])[CH2:14][O:15][S:17]([C:20]1[CH:26]=[CH:25][C:23]([CH3:24])=[CH:22][CH:21]=1)(=[O:19])=[O:18])=[O:16])([CH3:4])([CH3:2])[CH3:3], predict the reactants needed to synthesize it. The reactants are: [C:1]([O:5][C:6](=[O:16])[NH:7][C@H:8]([CH2:14][OH:15])[CH2:9][C:10]([CH3:13])([CH3:12])[CH3:11])([CH3:4])([CH3:3])[CH3:2].[S:17](Cl)([C:20]1[CH:26]=[CH:25][C:23]([CH3:24])=[CH:22][CH:21]=1)(=[O:19])=[O:18].